This data is from Catalyst prediction with 721,799 reactions and 888 catalyst types from USPTO. The task is: Predict which catalyst facilitates the given reaction. (1) Reactant: [Br:1][CH2:2][CH2:3][CH2:4][CH2:5][CH2:6][CH2:7][CH2:8][CH2:9][CH2:10][CH2:11][CH2:12][CH2:13][CH2:14][CH2:15][CH2:16][OH:17].CN(C)C.[Si:22](Cl)([C:25]([CH3:28])([CH3:27])[CH3:26])([CH3:24])[CH3:23].CN(C1C=CC=CN=1)C.[Cl-].[NH4+]. Product: [Br:1][CH2:2][CH2:3][CH2:4][CH2:5][CH2:6][CH2:7][CH2:8][CH2:9][CH2:10][CH2:11][CH2:12][CH2:13][CH2:14][CH2:15][CH2:16][O:17][Si:22]([C:25]([CH3:28])([CH3:27])[CH3:26])([CH3:24])[CH3:23]. The catalyst class is: 2. (2) Product: [Br:1][C:2]1[CH:16]=[CH:15][C:5]2[N:6]=[C:7]([NH:9][C:10]([NH:12][CH2:13][CH3:14])=[O:11])[S:8][C:4]=2[C:3]=1[O:17][CH2:30][CH2:29][O:28][CH2:27][CH2:26][O:25][CH3:24]. The catalyst class is: 3. Reactant: [Br:1][C:2]1[CH:16]=[CH:15][C:5]2[N:6]=[C:7]([NH:9][C:10]([NH:12][CH2:13][CH3:14])=[O:11])[S:8][C:4]=2[C:3]=1[OH:17].C(=O)([O-])[O-].[K+].[K+].[CH3:24][O:25][CH2:26][CH2:27][O:28][CH2:29][CH2:30]Br. (3) Reactant: [CH:1]1([C:7]2[C:15]3[C:10](=[CH:11][C:12]([C:16]([O:18][CH3:19])=[O:17])=[CH:13][CH:14]=3)[N:9]([CH2:20][CH2:21][OH:22])[C:8]=2[C:23]2[CH:28]=[CH:27][C:26]([OH:29])=[CH:25][C:24]=2O)[CH2:6][CH2:5][CH2:4][CH2:3][CH2:2]1.C1(P(C2C=CC=CC=2)C2C=CC=CC=2)C=CC=CC=1.N(C(OCC)=O)=NC(OCC)=O. Product: [CH:1]1([C:7]2[C:15]3[CH:14]=[CH:13][C:12]([C:16]([O:18][CH3:19])=[O:17])=[CH:11][C:10]=3[N:9]3[C:8]=2[C:23]2[CH:24]=[CH:25][C:26]([OH:29])=[CH:27][C:28]=2[O:22][CH2:21][CH2:20]3)[CH2:2][CH2:3][CH2:4][CH2:5][CH2:6]1. The catalyst class is: 7. (4) Reactant: [Cl:1][C:2]1[N:7]=[C:6]2[CH:8]=[C:9]([C:11]([OH:13])=O)[S:10][C:5]2=[N:4][CH:3]=1.CN(C(ON1N=NC2C=CC=NC1=2)=[N+](C)C)C.F[P-](F)(F)(F)(F)F.CCN(C(C)C)C(C)C.Cl.[NH2:48][C:49]1[CH:50]=[C:51]([NH:56][C:57](=[O:69])[C:58]2[CH:63]=[CH:62][CH:61]=[C:60]([C:64]([C:67]#[N:68])([CH3:66])[CH3:65])[CH:59]=2)[CH:52]=[CH:53][C:54]=1[CH3:55]. Product: [Cl:1][C:2]1[N:7]=[C:6]2[CH:8]=[C:9]([C:11]([NH:48][C:49]3[CH:50]=[C:51]([NH:56][C:57](=[O:69])[C:58]4[CH:63]=[CH:62][CH:61]=[C:60]([C:64]([C:67]#[N:68])([CH3:65])[CH3:66])[CH:59]=4)[CH:52]=[CH:53][C:54]=3[CH3:55])=[O:13])[S:10][C:5]2=[N:4][CH:3]=1. The catalyst class is: 3. (5) Reactant: Cl.[NH2:2][C@H:3]([CH2:8][C:9]([O:11][CH3:12])=[O:10])[C:4]([O:6][CH3:7])=[O:5].C(=O)(O)[O-].[Na+].Cl[C:19]1[C:24]([N+:25]([O-:27])=[O:26])=[CH:23][CH:22]=[C:21]([Cl:28])[N:20]=1. The catalyst class is: 7. Product: [Cl:28][C:21]1[N:20]=[C:19]([NH:2][C@H:3]([CH2:8][C:9]([O:11][CH3:12])=[O:10])[C:4]([O:6][CH3:7])=[O:5])[C:24]([N+:25]([O-:27])=[O:26])=[CH:23][CH:22]=1. (6) Reactant: [Cl:1][C:2]1[CH:7]=[CH:6][C:5]([S:8][C:9]2[CH:10]=[N:11][N:12](C3CCCCO3)[C:13]=2[C:14]2[CH:15]=[C:16]3[C:21](=[CH:22][CH:23]=2)[C:20](=[O:24])[NH:19][CH2:18][CH2:17]3)=[CH:4][CH:3]=1.Cl. Product: [Cl:1][C:2]1[CH:7]=[CH:6][C:5]([S:8][C:9]2[C:13]([C:14]3[CH:15]=[C:16]4[C:21](=[CH:22][CH:23]=3)[C:20](=[O:24])[NH:19][CH2:18][CH2:17]4)=[N:12][NH:11][CH:10]=2)=[CH:4][CH:3]=1. The catalyst class is: 135.